Task: Binary Classification. Given a drug SMILES string, predict its activity (active/inactive) in a high-throughput screening assay against a specified biological target.. Dataset: KCNQ2 potassium channel screen with 302,405 compounds (1) The compound is Fc1cc2c(C(=O)NC3CCCCC3)cc(nc2cc1)C. The result is 0 (inactive). (2) The compound is O1CCN(CCNC(=O)c2n(CCCOC)c3nc4n(c(=O)c3c2)cccc4)CC1. The result is 0 (inactive). (3) The compound is Fc1ccc(/C=C(\C(=O)N2CCN(CC2)C)C#N)cc1. The result is 0 (inactive). (4) The compound is S(C(C(=O)N1CCC2(OCCO2)CC1)C)c1nn2c(n1)nc(cc2C)C. The result is 0 (inactive). (5) The molecule is s1c(nnc1NC(=O)C1CCN(CC1)c1ncccn1)C(C)(C)C. The result is 0 (inactive). (6) The molecule is S(c1nc(nc(c1)C(F)(F)F)c1ncccc1)c1ccc(OC)cc1. The result is 0 (inactive). (7) The drug is S(=O)(=O)(N1C(OCC1)CNC(=O)C(=O)NCCc1ccccc1)c1sccc1. The result is 0 (inactive). (8) The molecule is Clc1cc(NC(=O)c2ccc(OC(=S)N3CCOCC3)cc2)ccc1. The result is 0 (inactive).